Dataset: Catalyst prediction with 721,799 reactions and 888 catalyst types from USPTO. Task: Predict which catalyst facilitates the given reaction. Reactant: [CH:1]1([NH:7][S:8]([C:11]2[CH:16]=[CH:15][CH:14]=[CH:13][C:12]=2[N+:17]([O-])=O)(=[O:10])=[O:9])[CH2:6][CH2:5][CH2:4][CH2:3][CH2:2]1. Product: [NH2:17][C:12]1[CH:13]=[CH:14][CH:15]=[CH:16][C:11]=1[S:8]([NH:7][CH:1]1[CH2:6][CH2:5][CH2:4][CH2:3][CH2:2]1)(=[O:10])=[O:9]. The catalyst class is: 19.